From a dataset of B-cell epitopes from IEDB database with 3,159 antigens for binding position prediction. Token-level Classification. Given an antigen amino acid sequence, predict which amino acid positions are active epitope sites capable of antibody binding. Output is a list of indices for active positions. Given the antigen sequence: MDRAVNRVVLENEEREAKNTWRLVFRIAVLLLMVMTLAISSAALAYSTGASTPHDLASILTVISKTEDKVTSLLSSSQDVIDRIYKQVALESPLALLNTESVIMNAITSLSYQINGAANNSGCGAPVHDPDYIGGIGKELIVDDISDVTSFYPSAYQEHLNFIPAPTTGSGCTRIPSFDMSTTHYCYTHNVILSGCRDHSHSHQYLALGVLRTSATGRVFFSTLRSINLDDTQNRKSCSVSATPLGCDMLCSKVTGTEEEDYKSVAPTSMVHGRLGFDGQYHEKDLDTTVLFKDWVANYPGAGGGSFIDDRVWFPVYGGLKPDSPSDTAQEGKYVIYKRHNNTCPDKQDYQIRKAKSSYKPGRFGGKRVQQAILSIKVSTSLGKDPVLTIPPNTITLMGAEGRILTVGTSHFLYQRGSSYFSPALLYPMTVNNKTATLHSPYTFNAFTRPGSVPCQASARCPNSCITGVYTDPYPLIFHRNHTLRGVFGTMLDDEQARLN..., which amino acid positions are active epitope sites? The epitope positions are: [568, 569, 570, 571, 572, 573, 574, 575, 576]. The amino acids at these positions are: DGVREARSG.